This data is from Forward reaction prediction with 1.9M reactions from USPTO patents (1976-2016). The task is: Predict the product of the given reaction. (1) Given the reactants [CH:1]12[BH:9][CH:5]([CH2:6][CH2:7][CH2:8]1)[CH2:4][CH2:3][CH2:2]2.[CH2:10]=[C:11]1[CH2:16][CH2:15][N:14]([C:17]([O:19][C:20]([CH3:23])([CH3:22])[CH3:21])=[O:18])[CH2:13][CH2:12]1, predict the reaction product. The product is: [CH:5]12[B:9]([CH2:10][CH:11]3[CH2:16][CH2:15][N:14]([C:17]([O:19][C:20]([CH3:21])([CH3:23])[CH3:22])=[O:18])[CH2:13][CH2:12]3)[CH:1]([CH2:8][CH2:7][CH2:6]1)[CH2:2][CH2:3][CH2:4]2. (2) Given the reactants CO[C:3](=[O:36])[CH:4]([C:26]1[CH:31]=[C:30]([O:32][CH3:33])[CH:29]=[C:28]([O:34][CH3:35])[CH:27]=1)[CH2:5][C:6]1[C:7]([NH:19]C2C=CC=CC=2)=[N:8][C:9]([NH:12]C2C=CC=CC=2)=[N:10][CH:11]=1.S(=O)(=O)(O)O.[C:42](O)(=O)[CH3:43], predict the reaction product. The product is: [CH3:35][O:34][C:28]1[CH:27]=[C:26]([CH:4]2[C:3](=[O:36])[N:19]([C:43]3[CH:42]=[CH:6][CH:5]=[CH:4][CH:3]=3)[C:7]3[N:8]=[C:9]([NH:12][C:26]4[CH:31]=[CH:30][CH:29]=[CH:28][CH:27]=4)[N:10]=[CH:11][C:6]=3[CH2:5]2)[CH:31]=[C:30]([O:32][CH3:33])[CH:29]=1. (3) Given the reactants I[CH3:2].[OH-].[Na+].[C:5]([O:9][C:10]([N:12]1[CH2:23][CH2:22][C:15]2([NH:19][C:18](=[S:20])[NH:17][C:16]2=[O:21])[CH2:14][CH2:13]1)=[O:11])([CH3:8])([CH3:7])[CH3:6].O, predict the reaction product. The product is: [C:5]([O:9][C:10]([N:12]1[CH2:13][CH2:14][C:15]2([N:19]=[C:18]([S:20][CH3:2])[NH:17][C:16]2=[O:21])[CH2:22][CH2:23]1)=[O:11])([CH3:8])([CH3:6])[CH3:7].